From a dataset of Reaction yield outcomes from USPTO patents with 853,638 reactions. Predict the reaction yield, written as a fraction of the theoretical maximum amount of product (1.0 means a 100% yield; for example, 0.34 means a 34% yield). The reactants are [CH2:1]([P:3]([CH2:10][CH2:11][CH2:12][NH2:13])(=[O:9])[O:4][CH2:5][CH2:6]CC)[CH3:2].C(O)C[OH:16]. The catalyst is C(O)(C([O-])=O)=O.C(O)(C([O-])=O)=O.O.O=[Ti].[K+].[K+]. The product is [CH2:1]([P:3]([CH2:10][CH2:11][CH2:12][NH2:13])(=[O:9])[O:4][CH2:5][CH2:6][OH:16])[CH3:2]. The yield is 0.960.